Dataset: M1 muscarinic receptor antagonist screen with 61,756 compounds. Task: Binary Classification. Given a drug SMILES string, predict its activity (active/inactive) in a high-throughput screening assay against a specified biological target. (1) The drug is Fc1c(N2CCN(CC2)C(=O)c2ccccc2)cccc1. The result is 0 (inactive). (2) The result is 0 (inactive). The molecule is O=C(NCCN1C(CCCC1)C)Cn1nc2CCC(Cc2c1)C.